Task: Predict the reaction yield, written as a fraction of the theoretical maximum amount of product (1.0 means a 100% yield; for example, 0.34 means a 34% yield).. Dataset: Reaction yield outcomes from USPTO patents with 853,638 reactions (1) The reactants are [OH-].[Na+].[Cl:3][C:4]1[CH:26]=[CH:25][C:7]([O:8][C:9]2[C:18]3[C:13](=[CH:14][C:15]([O:23][CH3:24])=[C:16]([C:19]([O:21]C)=[O:20])[CH:17]=3)[N:12]=[CH:11][CH:10]=2)=[CH:6][C:5]=1[N+:27]([O-:29])=[O:28].Cl. The catalyst is CO. The product is [Cl:3][C:4]1[CH:26]=[CH:25][C:7]([O:8][C:9]2[C:18]3[C:13](=[CH:14][C:15]([O:23][CH3:24])=[C:16]([C:19]([OH:21])=[O:20])[CH:17]=3)[N:12]=[CH:11][CH:10]=2)=[CH:6][C:5]=1[N+:27]([O-:29])=[O:28]. The yield is 0.931. (2) The reactants are [C:1]([O:5][C:6]([N:8]1[CH2:13][CH2:12][N:11]([C:14]2[CH:19]=[CH:18][C:17]([C:20]3[CH:21]=[C:22]4[C:28](I)=[CH:27][N:26]([C:30]([O:32][C:33]([CH3:36])([CH3:35])[CH3:34])=[O:31])[C:23]4=[N:24][CH:25]=3)=[CH:16][C:15]=2[NH:37][S:38]([CH3:41])(=[O:40])=[O:39])[CH2:10][CH2:9]1)=[O:7])([CH3:4])([CH3:3])[CH3:2].[F:42][C:43]1[CH:44]=[C:45]([CH:63]=[CH:64][CH:65]=1)[CH2:46][N:47]1[C:51]([CH3:52])=[C:50](B2OC(C)(C)C(C)(C)O2)[C:49]([CH3:62])=[N:48]1.C(=O)([O-])[O-].[Na+].[Na+]. The catalyst is Cl[Pd](Cl)([P](C1C=CC=CC=1)(C1C=CC=CC=1)C1C=CC=CC=1)[P](C1C=CC=CC=1)(C1C=CC=CC=1)C1C=CC=CC=1.C1(C)C=CC=CC=1.C(O)C.O. The product is [C:1]([O:5][C:6]([N:8]1[CH2:13][CH2:12][N:11]([C:14]2[CH:19]=[CH:18][C:17]([C:20]3[CH:21]=[C:22]4[C:28]([C:50]5[C:49]([CH3:62])=[N:48][N:47]([CH2:46][C:45]6[CH:63]=[CH:64][CH:65]=[C:43]([F:42])[CH:44]=6)[C:51]=5[CH3:52])=[CH:27][N:26]([C:30]([O:32][C:33]([CH3:36])([CH3:35])[CH3:34])=[O:31])[C:23]4=[N:24][CH:25]=3)=[CH:16][C:15]=2[NH:37][S:38]([CH3:41])(=[O:40])=[O:39])[CH2:10][CH2:9]1)=[O:7])([CH3:4])([CH3:3])[CH3:2]. The yield is 0.0270. (3) The reactants are C[C:2]1[N:3]=[C:4]([N:12]2[CH2:16][CH2:15][N:14]([C:17]3[CH:22]=CC=CC=3)[C:13]2=[O:23])[S:5][C:6]=1[C:7]([O:9]CC)=[O:8].[CH2:24](N1CCN(C2SC(C([O-])=O)=C(C)N=2)C1=O)C. No catalyst specified. The product is [CH2:17]([N:14]1[CH2:15][CH2:16][N:12]([C:4]2[SH:5]([CH3:24])[C:6]([C:7]([OH:9])=[O:8])=[CH:2][N:3]=2)[C:13]1=[O:23])[CH3:22]. The yield is 0.800. (4) No catalyst specified. The yield is 0.990. The reactants are F[C:2](F)(F)[C:3]([OH:5])=[O:4].[CH2:8]([O:10][C:11](=[O:40])[C@H:12]([CH:19](COC(=O)C)[C:20]1[CH:25]=[CH:24][C:23]([NH:26]C(OC(C)(C)C)=O)=[C:22]([CH3:34])[CH:21]=1)[CH2:13][C:14]([O:16][CH2:17][CH3:18])=[O:15])[CH3:9].Cl[CH2:42]Cl. The product is [CH2:8]([O:10][C:11](=[O:40])[C@@H:12]([CH2:19][C:20]1[CH:25]=[CH:24][C:23]([NH2:26])=[C:22]([CH3:34])[C:21]=1[CH2:42][O:5][C:3](=[O:4])[CH3:2])[CH2:13][C:14]([O:16][CH2:17][CH3:18])=[O:15])[CH3:9]. (5) The reactants are [S:1]1[CH:5]=[C:4]([CH:6]([CH3:12])[C:7]([O:9]CC)=[O:8])[N:3]=[CH:2]1.[OH-].[Na+].O. The catalyst is CO. The product is [S:1]1[CH:5]=[C:4]([CH:6]([CH3:12])[C:7]([OH:9])=[O:8])[N:3]=[CH:2]1. The yield is 0.950.